From a dataset of Retrosynthesis with 50K atom-mapped reactions and 10 reaction types from USPTO. Predict the reactants needed to synthesize the given product. (1) Given the product CCc1c(C=O)cccc1-c1cnc(-c2ccc(OC(C)C)c(C(F)(F)F)c2)s1, predict the reactants needed to synthesize it. The reactants are: CC(C)Oc1ccc(-c2ncc(Br)s2)cc1C(F)(F)F.CCc1c(C=O)cccc1B1OC(C)(C)C(C)(C)O1. (2) Given the product Cc1onc(-c2ccc(Cl)cc2)c1CO, predict the reactants needed to synthesize it. The reactants are: CCOC(=O)c1c(-c2ccc(Cl)cc2)noc1C.